From a dataset of Forward reaction prediction with 1.9M reactions from USPTO patents (1976-2016). Predict the product of the given reaction. (1) The product is: [CH3:26][N:27]([CH2:28][CH2:29][CH2:30][S:31]([CH2:34][CH2:35][C:36]([F:42])([F:41])[C:37]([F:40])([F:38])[F:39])(=[O:33])=[O:32])[CH2:2][CH2:3][CH2:4][CH2:5][CH2:6][CH2:7][C:8]1[C:14]2[CH:15]=[CH:16][C:17]([OH:19])=[CH:18][C:13]=2[CH2:12][CH2:11][CH2:10][C:9]=1[C:20]1[CH:25]=[CH:24][CH:23]=[CH:22][CH:21]=1. Given the reactants Br[CH2:2][CH2:3][CH2:4][CH2:5][CH2:6][CH2:7][C:8]1[C:14]2[CH:15]=[CH:16][C:17]([OH:19])=[CH:18][C:13]=2[CH2:12][CH2:11][CH2:10][C:9]=1[C:20]1[CH:25]=[CH:24][CH:23]=[CH:22][CH:21]=1.[CH3:26][NH:27][CH2:28][CH2:29][CH2:30][S:31]([CH2:34][CH2:35][C:36]([F:42])([F:41])[C:37]([F:40])([F:39])[F:38])(=[O:33])=[O:32], predict the reaction product. (2) The product is: [F:1][C:2]1[CH:3]=[C:4]([N:21]2[CH2:25][C@H:24]([CH2:26][N:27]3[CH:31]=[CH:30][N:29]=[N:28]3)[O:23][C:22]2=[O:32])[CH:5]=[CH:6][C:7]=1[C:8]1[CH:9]=[N:10][C:11]([C:14]2[CH2:18][C@@H:17]([CH2:19][O:20][CH3:33])[O:16][N:15]=2)=[CH:12][CH:13]=1. Given the reactants [F:1][C:2]1[CH:3]=[C:4]([N:21]2[CH2:25][C@H:24]([CH2:26][N:27]3[CH:31]=[CH:30][N:29]=[N:28]3)[O:23][C:22]2=[O:32])[CH:5]=[CH:6][C:7]=1[C:8]1[CH:9]=[N:10][C:11]([C:14]2[CH2:18][C@@H:17]([CH2:19][OH:20])[O:16][N:15]=2)=[CH:12][CH:13]=1.[CH3:33]I.[H-].[Na+], predict the reaction product. (3) The product is: [CH2:1]([O:5][C:6]1[CH:11]=[CH:10][C:9]([S:12]([NH:15][CH:16]([CH2:20][CH2:21][S:22][CH2:23][CH2:24][OH:25])[C:17]([O:19][CH3:26])=[O:18])(=[O:14])=[O:13])=[CH:8][CH:7]=1)[C:2]#[C:3][CH3:4]. Given the reactants [CH2:1]([O:5][C:6]1[CH:11]=[CH:10][C:9]([S:12]([NH:15][CH:16]([CH2:20][CH2:21][S:22][CH2:23][CH2:24][OH:25])[C:17]([OH:19])=[O:18])(=[O:14])=[O:13])=[CH:8][CH:7]=1)[C:2]#[C:3][CH3:4].[CH3:26][Si](C=[N+]=[N-])(C)C, predict the reaction product. (4) Given the reactants [O:1]=[CH:2][C@@H:3]([C@H:5]([C@@H:7]([C@@H:9]([CH2:11][OH:12])[OH:10])[OH:8])[OH:6])[OH:4].[OH:13][CH2:14][CH:15]([CH2:17][OH:18])[OH:16], predict the reaction product. The product is: [CH2:11]([OH:12])[C@H:9]1[O:10][C@H:2]([O:1][C@H:5]2[O:16][C@H:15]([CH2:17][OH:18])[C@@H:14]([OH:13])[C@H:2]([OH:1])[C@H:3]2[OH:4])[C@H:3]([OH:4])[C@@H:5]([OH:6])[C@@H:7]1[OH:8]. (5) Given the reactants [CH3:1][O:2][C:3]1[CH:4]=[C:5]([NH:11][C:12]2[C:13]3[CH2:22][CH2:21][CH2:20][C:14]=3[N:15]=[C:16]([S:18][CH3:19])[N:17]=2)[CH:6]=[C:7]([O:9][CH3:10])[CH:8]=1.C1C=C(Cl)C=C(C(OO)=[O:31])C=1, predict the reaction product. The product is: [CH3:10][O:9][C:7]1[CH:6]=[C:5]([NH:11][C:12]2[C:13]3[CH2:22][CH2:21][CH2:20][C:14]=3[N:15]=[C:16]([S:18]([CH3:19])=[O:31])[N:17]=2)[CH:4]=[C:3]([O:2][CH3:1])[CH:8]=1.